From a dataset of Forward reaction prediction with 1.9M reactions from USPTO patents (1976-2016). Predict the product of the given reaction. (1) Given the reactants Cl[C:2]1[N:7]=[C:6]([N:8]([CH2:18][CH3:19])[CH2:9][C:10]2[CH:15]=[CH:14][C:13]([O:16][CH3:17])=[CH:12][CH:11]=2)[C:5]2=[N:20][CH:21]=[C:22]([C:23]#[N:24])[N:4]2[N:3]=1.[NH2:25][C:26]1[CH:27]=[C:28]([CH:31]=[C:32]([CH2:35][CH2:36][CH2:37][N:38]2[CH2:43][CH2:42][N:41]([CH3:44])[CH2:40][CH2:39]2)[C:33]=1[Cl:34])[C:29]#[N:30], predict the reaction product. The product is: [Cl:34][C:33]1[C:32]([CH2:35][CH2:36][CH2:37][N:38]2[CH2:39][CH2:40][N:41]([CH3:44])[CH2:42][CH2:43]2)=[CH:31][C:28]([C:29]#[N:30])=[CH:27][C:26]=1[NH:25][C:2]1[N:7]=[C:6]([N:8]([CH2:18][CH3:19])[CH2:9][C:10]2[CH:15]=[CH:14][C:13]([O:16][CH3:17])=[CH:12][CH:11]=2)[C:5]2=[N:20][CH:21]=[C:22]([C:23]#[N:24])[N:4]2[N:3]=1. (2) The product is: [C:1]([O:5][C:6](=[O:38])[NH:7][C:8]1([C:12]2[CH:13]=[CH:14][C:15]([C:18]3[C:19]([C:32]4[CH:37]=[CH:36][CH:35]=[CH:34][CH:33]=4)=[CH:20][C:21]4[N:26]5[C:27](=[O:30])[N:28]([CH2:46][C:47]([F:50])([F:49])[F:48])[N:29]=[C:25]5[CH2:24][O:23][C:22]=4[N:31]=3)=[CH:16][CH:17]=2)[CH2:11][CH2:10][CH2:9]1)([CH3:4])([CH3:2])[CH3:3]. Given the reactants [C:1]([O:5][C:6](=[O:38])[NH:7][C:8]1([C:12]2[CH:17]=[CH:16][C:15]([C:18]3[C:19]([C:32]4[CH:37]=[CH:36][CH:35]=[CH:34][CH:33]=4)=[CH:20][C:21]4[N:26]5[C:27](=[O:30])[NH:28][N:29]=[C:25]5[CH2:24][O:23][C:22]=4[N:31]=3)=[CH:14][CH:13]=2)[CH2:11][CH2:10][CH2:9]1)([CH3:4])([CH3:3])[CH3:2].C(=O)([O-])[O-].[K+].[K+].Br[CH2:46][C:47]([F:50])([F:49])[F:48].O, predict the reaction product. (3) The product is: [OH:27][CH2:28][C:29]([C@H:31]([C@H:33]([C@@H:35]([CH2:37][OH:38])[OH:36])[OH:34])[OH:32])=[O:30]. Given the reactants P([O-])([O-])(O)=O.[NH4+].[NH4+].P([O-])(O)(O)=O.[K+].C(O)(=O)CC(CC(O)=O)(C(O)=O)O.[O:27]=[CH:28][C@@H:29]([C@H:31]([C@@H:33]([C@@H:35]([CH2:37][OH:38])[OH:36])[OH:34])[OH:32])[OH:30].CC1[N+](CC2C(N)=NC(C)=NC=2)=CSC=1CCO.Cl.[Cl-].C(N(CC(O)=O)CC(O)=O)CN(CC(O)=O)CC(O)=O.N.O=O, predict the reaction product. (4) Given the reactants [NH:1]1[C:5](=[O:6])[CH2:4][CH2:3][C@H:2]1[C:7]([OH:9])=[O:8].S(Cl)(Cl)=O.[CH3:14]O, predict the reaction product. The product is: [CH3:14][O:8][C:7](=[O:9])[C@@H:2]1[CH2:3][CH2:4][C:5](=[O:6])[NH:1]1. (5) Given the reactants [O:1]1[CH2:5][CH2:4][C@H:3]([O:6][CH2:7][C:8]2[CH:13]=[CH:12][CH:11]=[CH:10][N+:9]=2[O-])[CH2:2]1.[CH3:15][N:16](C)C(Cl)=O.C[Si](C#N)(C)C.C([O-])([O-])=O.[Na+].[Na+], predict the reaction product. The product is: [O:1]1[CH2:5][CH2:4][C@H:3]([O:6][CH2:7][C:8]2[N:9]=[C:10]([C:15]#[N:16])[CH:11]=[CH:12][CH:13]=2)[CH2:2]1. (6) Given the reactants [NH2:1][C@H:2]1[C:11]2[C:6](=[CH:7][CH:8]=[C:9]([F:12])[CH:10]=2)[N:5]([C:13](=[O:15])[CH3:14])[C@@H:4]([CH3:16])[C@@H:3]1[CH3:17].Cl[C:19]1[N:24]=[C:23]([CH3:25])[CH:22]=[CH:21][N:20]=1.CCN(C(C)C)C(C)C, predict the reaction product. The product is: [F:12][C:9]1[CH:10]=[C:11]2[C:6](=[CH:7][CH:8]=1)[N:5]([C:13](=[O:15])[CH3:14])[C@@H:4]([CH3:16])[C@H:3]([CH3:17])[C@H:2]2[NH:1][C:19]1[N:24]=[C:23]([CH3:25])[CH:22]=[CH:21][N:20]=1. (7) Given the reactants [C:1]1([CH2:7][CH2:8][C:9](=O)[CH3:10])[CH:6]=[CH:5][CH:4]=[CH:3][CH:2]=1.[C:12]([CH2:14][C:15]([O:17][CH3:18])=[O:16])#[N:13].C(O)(=O)C.C([O-])(=O)C.[NH4+], predict the reaction product. The product is: [C:12]([C:14](=[C:9]([CH3:10])[CH2:8][CH2:7][C:1]1[CH:6]=[CH:5][CH:4]=[CH:3][CH:2]=1)[C:15]([O:17][CH3:18])=[O:16])#[N:13]. (8) Given the reactants [CH3:1][O:2][C:3]1[CH:40]=[CH:39][C:6]([CH2:7][N:8]([CH2:30][C:31]2[CH:36]=[CH:35][C:34]([O:37][CH3:38])=[CH:33][CH:32]=2)[C:9]2[N:14]=[CH:13][C:12]([C:15]3[C:16]4[CH2:29][CH2:28][NH:27][C:17]=4[N:18]=[C:19]([N:21]4[CH2:26][CH2:25][O:24][CH2:23][CH2:22]4)[N:20]=3)=[CH:11][N:10]=2)=[CH:5][CH:4]=1.Br[C:42]1[C:47]([CH3:48])=[CH:46][CH:45]=[CH:44][N:43]=1, predict the reaction product. The product is: [CH3:38][O:37][C:34]1[CH:33]=[CH:32][C:31]([CH2:30][N:8]([CH2:7][C:6]2[CH:5]=[CH:4][C:3]([O:2][CH3:1])=[CH:40][CH:39]=2)[C:9]2[N:10]=[CH:11][C:12]([C:15]3[C:16]4[CH2:29][CH2:28][N:27]([C:42]5[C:47]([CH3:48])=[CH:46][CH:45]=[CH:44][N:43]=5)[C:17]=4[N:18]=[C:19]([N:21]4[CH2:26][CH2:25][O:24][CH2:23][CH2:22]4)[N:20]=3)=[CH:13][N:14]=2)=[CH:36][CH:35]=1. (9) Given the reactants [O:1]=[C:2]1[C:6]2([CH2:11][CH2:10][N:9]([CH2:12][CH2:13][CH2:14][N:15]3[C:23]4[C:18](=[CH:19][CH:20]=[CH:21][CH:22]=4)[C:17]4([CH2:25][CH2:24]4)[C:16]3=[O:26])[CH2:8][CH2:7]2)[N:5]([C:27]2[CH:32]=[CH:31][CH:30]=[CH:29][CH:28]=2)[CH2:4][N:3]1[CH2:33][C:34]1[CH:46]=[CH:45][CH:44]=[CH:43][C:35]=1[C:36]([O:38]C(C)(C)C)=[O:37].C([SiH](CC)CC)C, predict the reaction product. The product is: [O:1]=[C:2]1[C:6]2([CH2:11][CH2:10][N:9]([CH2:12][CH2:13][CH2:14][N:15]3[C:23]4[C:18](=[CH:19][CH:20]=[CH:21][CH:22]=4)[C:17]4([CH2:25][CH2:24]4)[C:16]3=[O:26])[CH2:8][CH2:7]2)[N:5]([C:27]2[CH:28]=[CH:29][CH:30]=[CH:31][CH:32]=2)[CH2:4][N:3]1[CH2:33][C:34]1[CH:46]=[CH:45][CH:44]=[CH:43][C:35]=1[C:36]([OH:38])=[O:37]. (10) Given the reactants [CH3:1][O:2][C:3]1[CH:8]=[CH:7][C:6]([CH2:9][C:10]([OH:12])=[O:11])=[CH:5][CH:4]=1.[CH3:13][NH:14][CH3:15], predict the reaction product. The product is: [CH3:13][NH2+:14][CH3:15].[CH3:1][O:2][C:3]1[CH:4]=[CH:5][C:6]([CH2:9][C:10]([OH:12])=[O:11])=[CH:7][CH:8]=1.